From a dataset of Catalyst prediction with 721,799 reactions and 888 catalyst types from USPTO. Predict which catalyst facilitates the given reaction. (1) Reactant: [Cl-].[CH3:2][O:3][CH2:4][P+](C1C=CC=CC=1)(C1C=CC=CC=1)C1C=CC=CC=1.CC(C)([O-])C.[K+].[CH2:30]([CH:33]1[CH2:38][CH2:37][CH:36]([CH2:39][CH2:40][C:41]2[CH:46]=[CH:45][C:44]([CH:47]3[CH2:52][CH2:51][C:50](=O)[CH2:49][CH2:48]3)=[CH:43][CH:42]=2)[CH2:35][CH2:34]1)[CH2:31][CH3:32]. Product: [CH3:2][O:3][CH:4]=[C:50]1[CH2:49][CH2:48][CH:47]([C:44]2[CH:43]=[CH:42][C:41]([CH2:40][CH2:39][CH:36]3[CH2:35][CH2:34][CH:33]([CH2:30][CH2:31][CH3:32])[CH2:38][CH2:37]3)=[CH:46][CH:45]=2)[CH2:52][CH2:51]1. The catalyst class is: 1. (2) Reactant: Cl[C:2]1[C:11]2[C:6](=[CH:7][C:8]([O:13][CH3:14])=[C:9]([F:12])[CH:10]=2)[CH:5]=[CH:4][N:3]=1.[F-:15].[Cs+]. Product: [F:15][C:2]1[C:11]2[C:6](=[CH:7][C:8]([O:13][CH3:14])=[C:9]([F:12])[CH:10]=2)[CH:5]=[CH:4][N:3]=1. The catalyst class is: 58. (3) Reactant: [H-].[H-].[H-].[H-].[Li+].[Al+3].[F:7][C:8]1([F:24])[CH2:12][N:11]([C:13](OC(C)(C)C)=O)[C@H:10]([C:20](OC)=[O:21])[CH2:9]1. Product: [F:7][C:8]1([F:24])[CH2:12][N:11]([CH3:13])[C@H:10]([CH2:20][OH:21])[CH2:9]1. The catalyst class is: 1. (4) Reactant: Cl[C:2]1[CH:3]=[N:4][CH:5]=[C:6](Cl)[C:7]=1[CH:8]=O.[C:11]1([SH:17])[CH:16]=[CH:15][CH:14]=[CH:13][CH:12]=1.C(=O)([O-])[O-].[K+].[K+].[SH:24][CH2:25][C:26]([NH2:28])=[O:27].C(=O)([O-])[O-].[Cs+].[Cs+]. Product: [C:11]1([S:17][C:6]2[CH:5]=[N:4][CH:3]=[C:2]3[S:24][C:25]([C:26]([NH2:28])=[O:27])=[CH:8][C:7]=23)[CH:16]=[CH:15][CH:14]=[CH:13][CH:12]=1. The catalyst class is: 3. (5) Reactant: [F:1][CH:2]([F:29])[C:3]1[N:8]=[CH:7][C:6]([CH2:9][O:10][C:11]2[CH:26]=[CH:25][C:14]([CH2:15][NH:16][C:17]3[C:22]([NH2:23])=[CH:21][C:20]([I:24])=[CH:19][N:18]=3)=[CH:13][C:12]=2[O:27][CH3:28])=[CH:5][CH:4]=1.CN.[CH:32](OCC)(OCC)OCC.O.C1(C)C=CC(S(O)(=O)=O)=CC=1. Product: [F:29][CH:2]([F:1])[C:3]1[N:8]=[CH:7][C:6]([CH2:9][O:10][C:11]2[CH:26]=[CH:25][C:14]([CH2:15][N:16]3[C:17]4=[N:18][CH:19]=[C:20]([I:24])[CH:21]=[C:22]4[N:23]=[CH:32]3)=[CH:13][C:12]=2[O:27][CH3:28])=[CH:5][CH:4]=1. The catalyst class is: 8. (6) Reactant: [H-].[Na+].[CH2:3]([OH:7])[C:4]#[C:5][CH3:6].Cl[C:9]1[CH:14]=[C:13]([O:15][C@@H:16]2[CH2:21][CH2:20][CH2:19][CH2:18][C@H:17]2[CH3:22])[N:12]=[CH:11][N:10]=1.[Cl-].[NH4+]. Product: [CH2:3]([O:7][C:9]1[N:10]=[CH:11][N:12]=[C:13]([O:15][C@@H:16]2[CH2:21][CH2:20][CH2:19][CH2:18][C@H:17]2[CH3:22])[CH:14]=1)[C:4]#[C:5][CH3:6]. The catalyst class is: 7. (7) Reactant: Br[CH2:2][C:3]1[CH:10]=[C:9]([Cl:11])[CH:8]=[C:7]([Cl:12])[C:4]=1[C:5]#[N:6].[CH3:13][O-:14].[Na+]. Product: [Cl:12][C:7]1[CH:8]=[C:9]([Cl:11])[CH:10]=[C:3]([CH2:2][O:14][CH3:13])[C:4]=1[C:5]#[N:6]. The catalyst class is: 191. (8) Reactant: C([O:8][C:9]([C:11]1([N:16]([S:23]([C:26]2[CH:31]=[CH:30][C:29]([C:32]3[CH:37]=[CH:36][C:35]([F:38])=[CH:34][CH:33]=3)=[CH:28][CH:27]=2)(=[O:25])=[O:24])[CH2:17][CH2:18][C:19]([O:21][CH3:22])=[O:20])[CH2:15][CH2:14][CH2:13][CH2:12]1)=[O:10])C1C=CC=CC=1. Product: [F:38][C:35]1[CH:34]=[CH:33][C:32]([C:29]2[CH:30]=[CH:31][C:26]([S:23]([N:16]([CH2:17][CH2:18][C:19]([O:21][CH3:22])=[O:20])[C:11]3([C:9]([OH:10])=[O:8])[CH2:15][CH2:14][CH2:13][CH2:12]3)(=[O:24])=[O:25])=[CH:27][CH:28]=2)=[CH:37][CH:36]=1. The catalyst class is: 19. (9) Reactant: [CH2:1]([O:8][C:9]([NH:11][CH:12]([CH2:20][NH:21][C:22]1[C:27]([CH2:28][CH3:29])=[C:26]([NH:30][CH2:31][CH2:32][CH2:33][C:34]2[CH:43]=[CH:42][C:41]3[CH2:40][CH2:39][CH2:38][NH:37][C:36]=3[N:35]=2)[N:25]=[CH:24][N:23]=1)[C:13]([O:15]C(C)(C)C)=[O:14])=[O:10])[C:2]1[CH:7]=[CH:6][CH:5]=[CH:4][CH:3]=1.[F:44][C:45]([F:50])([F:49])[C:46]([OH:48])=[O:47].C1(C)C=CC=CC=1. Product: [F:44][C:45]([F:50])([F:49])[C:46]([OH:48])=[O:47].[F:44][C:45]([F:50])([F:49])[C:46]([OH:48])=[O:47].[CH2:1]([O:8][C:9]([NH:11][CH:12]([CH2:20][NH:21][C:22]1[C:27]([CH2:28][CH3:29])=[C:26]([NH:30][CH2:31][CH2:32][CH2:33][C:34]2[CH:43]=[CH:42][C:41]3[CH2:40][CH2:39][CH2:38][NH:37][C:36]=3[N:35]=2)[N:25]=[CH:24][N:23]=1)[C:13]([OH:15])=[O:14])=[O:10])[C:2]1[CH:7]=[CH:6][CH:5]=[CH:4][CH:3]=1. The catalyst class is: 4. (10) Reactant: [NH:1]1[C:10]2[C:5](=[CH:6][CH:7]=[CH:8][CH:9]=2)[CH:4]=[CH:3][C:2]1=O. Product: [N:1]1[C:10]2[C:5](=[CH:6][CH:7]=[CH:8][CH:9]=2)[CH:4]=[CH:3][CH:2]=1. The catalyst class is: 265.